Predict the product of the given reaction. From a dataset of Forward reaction prediction with 1.9M reactions from USPTO patents (1976-2016). (1) Given the reactants [C:1]([C:5]1[CH:9]=[C:8]([NH:10][C:11](=[O:19])OC2C=CC=CC=2)[N:7]([CH:20]2[CH2:25][CH2:24][CH2:23][CH2:22][CH2:21]2)[N:6]=1)([CH3:4])([CH3:3])[CH3:2].C(N(CC)C(C)C)(C)C.[CH3:35][O:36][C:37]1[CH:38]=[C:39]2[C:44](=[CH:45][C:46]=1[O:47][CH3:48])[N:43]=[CH:42][N:41]=[C:40]2[S:49][C:50]1[CH:51]=[C:52]([CH:54]=[CH:55][CH:56]=1)[NH2:53], predict the reaction product. The product is: [C:1]([C:5]1[CH:9]=[C:8]([NH:10][C:11]([NH:53][C:52]2[CH:54]=[CH:55][CH:56]=[C:50]([S:49][C:40]3[C:39]4[C:44](=[CH:45][C:46]([O:47][CH3:48])=[C:37]([O:36][CH3:35])[CH:38]=4)[N:43]=[CH:42][N:41]=3)[CH:51]=2)=[O:19])[N:7]([CH:20]2[CH2:25][CH2:24][CH2:23][CH2:22][CH2:21]2)[N:6]=1)([CH3:2])([CH3:4])[CH3:3]. (2) Given the reactants [NH2:1][C:2]1[N:7]=[C:6]([NH:8][CH2:9][CH2:10][OH:11])[C:5]([NH2:12])=[C:4]([Cl:13])[N:3]=1.[C:14]([O-])([O-])=[O:15].[K+].[K+].ClC(OC1C=CC([N+]([O-])=O)=CC=1)=O, predict the reaction product. The product is: [NH2:1][C:2]1[N:7]=[C:6]2[C:5]([NH:12][C:14](=[O:15])[N:8]2[CH2:9][CH2:10][OH:11])=[C:4]([Cl:13])[N:3]=1. (3) Given the reactants C(OC([N:8]1[CH2:12][C@H:11]([CH2:13][N:14]([CH:31]([CH3:33])[CH3:32])[C:15](=[O:30])[C:16]2[CH:21]=[CH:20][C:19]([O:22][CH3:23])=[C:18]([O:24][CH2:25][CH2:26][CH2:27][O:28][CH3:29])[CH:17]=2)[C@@H:10]([N:34]([CH2:36][C:37]2[CH:42]=[CH:41][CH:40]=[CH:39][CH:38]=2)[CH3:35])[CH2:9]1)=O)(C)(C)C.C(O)(C(F)(F)F)=O.C([O-])(O)=O.[Na+], predict the reaction product. The product is: [CH2:36]([N:34]([CH3:35])[C@H:10]1[CH2:9][NH:8][CH2:12][C@@H:11]1[CH2:13][N:14]([CH:31]([CH3:32])[CH3:33])[C:15](=[O:30])[C:16]1[CH:21]=[CH:20][C:19]([O:22][CH3:23])=[C:18]([O:24][CH2:25][CH2:26][CH2:27][O:28][CH3:29])[CH:17]=1)[C:37]1[CH:42]=[CH:41][CH:40]=[CH:39][CH:38]=1. (4) Given the reactants [Cl:1][C:2]1[CH:3]=[C:4]([CH2:9][CH2:10][O:11][CH2:12][C:13]([NH:15][C:16]([C:18]2[C:23](Cl)=[N:22][CH:21]=[CH:20][N:19]=2)=[O:17])=[NH:14])[CH:5]=[CH:6][C:7]=1[F:8].C([O-])([O-])=O.[K+].[K+].O.Cl, predict the reaction product. The product is: [Cl:1][C:2]1[CH:3]=[C:4]([CH2:9][CH2:10][O:11][CH2:12][C:13]2[NH:15][C:16](=[O:17])[C:18]3[C:23](=[N:22][CH:21]=[CH:20][N:19]=3)[N:14]=2)[CH:5]=[CH:6][C:7]=1[F:8]. (5) Given the reactants [CH:1]1([C:7]([OH:9])=O)[CH2:6][CH2:5][CH:4]=[CH:3][CH2:2]1.[NH2:10][CH2:11][CH2:12][CH3:13].CCN=C=NCCCN(C)C.Cl.CCN(C(C)C)C(C)C, predict the reaction product. The product is: [CH2:11]([NH:10][C:7]([CH:1]1[CH2:6][CH2:5][CH:4]=[CH:3][CH2:2]1)=[O:9])[CH2:12][CH3:13]. (6) Given the reactants [CH3:1][N:2]1[CH:6]([C:7]([OH:9])=O)[CH2:5][N:4]([C:10]2[N:15]=[C:14]([C:16]([F:19])([F:18])[F:17])[CH:13]=[CH:12][N:11]=2)[C:3]1=[O:20].C(N1CCOCC1)C.O.ON1C2C=CC=CC=2N=N1.Cl.C(N=C=NCCCN(C)C)C.[Cl:52][C:53]1[C:58]([C:59]([F:62])([F:61])[F:60])=[CH:57][CH:56]=[CH:55][C:54]=1[CH2:63][NH2:64], predict the reaction product. The product is: [Cl:52][C:53]1[C:58]([C:59]([F:61])([F:62])[F:60])=[CH:57][CH:56]=[CH:55][C:54]=1[CH2:63][NH:64][C:7]([CH:6]1[CH2:5][N:4]([C:10]2[N:15]=[C:14]([C:16]([F:19])([F:18])[F:17])[CH:13]=[CH:12][N:11]=2)[C:3](=[O:20])[N:2]1[CH3:1])=[O:9]. (7) Given the reactants [C:1]([C:3]1[CH:15]=[C:14]2[C:6]([C:7]3[C:8](=[O:27])[C:9]4[CH:21]=[CH:20][C:19]([O:22][CH2:23][C:24]([OH:26])=O)=[CH:18][C:10]=4[C:11]([CH3:17])([CH3:16])[C:12]=3[NH:13]2)=[CH:5][CH:4]=1)#[N:2].[C:28]([O:32][C:33]([N:35]1[CH2:40][CH2:39][NH:38][CH2:37][CH2:36]1)=[O:34])([CH3:31])([CH3:30])[CH3:29].C1C=CC2N(O)N=NC=2C=1.C(Cl)CCl, predict the reaction product. The product is: [C:28]([O:32][C:33]([N:35]1[CH2:40][CH2:39][N:38]([C:24](=[O:26])[CH2:23][O:22][C:19]2[CH:20]=[CH:21][C:9]3[C:8](=[O:27])[C:7]4[C:6]5[C:14](=[CH:15][C:3]([C:1]#[N:2])=[CH:4][CH:5]=5)[NH:13][C:12]=4[C:11]([CH3:16])([CH3:17])[C:10]=3[CH:18]=2)[CH2:37][CH2:36]1)=[O:34])([CH3:31])([CH3:29])[CH3:30].